Dataset: Forward reaction prediction with 1.9M reactions from USPTO patents (1976-2016). Task: Predict the product of the given reaction. (1) Given the reactants CS(O[CH2:6][C@@H:7]([NH:16][C:17]([O:19][C:20]([CH3:23])([CH3:22])[CH3:21])=[O:18])[C:8]1[CH:13]=[C:12]([F:14])[CH:11]=[C:10]([Br:15])[CH:9]=1)(=O)=O.[N-:24]=[N+:25]=[N-:26].[Na+].O.CCOC(C)=O, predict the reaction product. The product is: [N:24]([CH2:6][C@@H:7]([NH:16][C:17](=[O:18])[O:19][C:20]([CH3:23])([CH3:22])[CH3:21])[C:8]1[CH:13]=[C:12]([F:14])[CH:11]=[C:10]([Br:15])[CH:9]=1)=[N+:25]=[N-:26]. (2) Given the reactants [CH3:1][N:2]1[C:6]([CH2:7][OH:8])=[C:5]([C:9]2[CH:14]=[CH:13][CH:12]=[CH:11][N:10]=2)[N:4]=[N:3]1.[H-].[Na+].Cl[C:18]1[CH:27]=[CH:26][C:21]([C:22]([O:24][CH3:25])=[O:23])=[CH:20][N:19]=1.O, predict the reaction product. The product is: [CH3:25][O:24][C:22](=[O:23])[C:21]1[CH:26]=[CH:27][C:18]([O:8][CH2:7][C:6]2[N:2]([CH3:1])[N:3]=[N:4][C:5]=2[C:9]2[CH:14]=[CH:13][CH:12]=[CH:11][N:10]=2)=[N:19][CH:20]=1. (3) The product is: [CH3:1][O:2][C:3]1[CH:8]=[CH:7][CH:6]=[CH:5][C:4]=1[CH2:9][CH2:10][NH2:11]. Given the reactants [CH3:1][O:2][C:3]1[CH:8]=[CH:7][CH:6]=[CH:5][C:4]=1[CH:9]=[CH:10][N+:11]([O-])=O.[H-].[H-].[H-].[H-].[Li+].[Al+3], predict the reaction product. (4) Given the reactants [CH2:1]([O:3][C:4]([C:6]1[C:7](Cl)=[N:8][C:9]([S:12][CH3:13])=[N:10][CH:11]=1)=[O:5])[CH3:2].[NH2:15][C:16]1[N:20]([CH3:21])[N:19]=[C:18]([CH3:22])[CH:17]=1, predict the reaction product. The product is: [CH2:1]([O:3][C:4]([C:6]1[C:7]([NH:15][C:16]2[N:20]([CH3:21])[N:19]=[C:18]([CH3:22])[CH:17]=2)=[N:8][C:9]([S:12][CH3:13])=[N:10][CH:11]=1)=[O:5])[CH3:2]. (5) Given the reactants [CH2:1]([O:5][C:6]1[N:14]=[C:13]2[C:9]([N:10]=[C:11]([O:24][CH3:25])[N:12]2[CH2:15][CH:16]2[CH2:21][CH2:20]N(CC)CC2)=[C:8]([NH2:26])[N:7]=1)[CH2:2][CH2:3][CH3:4].C(OC1NC(N)=C2C(N=1)=NC(OC)=N2)CCC.[CH2:44]([N:46]1[CH2:51][CH2:50]C(C(C)CO)[CH2:48][CH2:47]1)[CH3:45], predict the reaction product. The product is: [CH2:1]([O:5][C:6]1[N:14]=[C:13]2[C:9]([N:10]=[C:11]([O:24][CH3:25])[N:12]2[CH2:15][CH2:16][CH2:21][CH:20]2[CH2:48][CH2:47][N:46]([CH2:51][CH3:50])[CH2:44][CH2:45]2)=[C:8]([NH2:26])[N:7]=1)[CH2:2][CH2:3][CH3:4]. (6) Given the reactants P([CH2:5][NH:6][CH2:7][C:8]([OH:10])=O)(O)(O)=O.CNC(=O)C.[C:16]([N:19]([CH2:21][C:22](O)=[O:23])C)(=O)C, predict the reaction product. The product is: [CH3:16][N:19]1[CH2:21][C:22](=[O:23])[N:6]([CH3:5])[CH2:7][C:8]1=[O:10].